From a dataset of Catalyst prediction with 721,799 reactions and 888 catalyst types from USPTO. Predict which catalyst facilitates the given reaction. (1) Reactant: C([NH:8][C:9]1[C:14]([F:15])=[C:13]([O:16][CH3:17])[CH:12]=[C:11]([O:18][CH3:19])[C:10]=1[F:20])C1C=CC=CC=1.[H][H]. Product: [F:15][C:14]1[C:13]([O:16][CH3:17])=[CH:12][C:11]([O:18][CH3:19])=[C:10]([F:20])[C:9]=1[NH2:8]. The catalyst class is: 833. (2) Reactant: [OH:1][CH:2]1[CH2:11][CH2:10][C:9]2[CH:8]=[C:7]([C:12]([O:14][CH3:15])=[O:13])[CH:6]=[CH:5][C:4]=2[CH2:3]1.[N+]([C:19]1[CH:24]=[CH:23][N:22]=[C:21]([C:25]#[N:26])[CH:20]=1)([O-])=O.C(=O)([O-])[O-].[Cs+].[Cs+].O1CCOCC1. Product: [C:25]([C:21]1[CH:20]=[C:19]([O:1][CH:2]2[CH2:11][CH2:10][C:9]3[CH:8]=[C:7]([C:12]([O:14][CH3:15])=[O:13])[CH:6]=[CH:5][C:4]=3[CH2:3]2)[CH:24]=[CH:23][N:22]=1)#[N:26]. The catalyst class is: 6. (3) Reactant: [CH:1]1([C:7]2[CH:20]=[CH:19][C:10]([O:11][CH2:12][C@H:13]3[O:17][C:16]([NH2:18])=[N:15][CH2:14]3)=[CH:9][CH:8]=2)[CH2:6][CH2:5][CH2:4][CH2:3][CH2:2]1.C1O[C@H]1CCl.[CH:26]1([C:32]2C=C[C:35]([OH:38])=[CH:34][CH:33]=2)CCCCC1.C(OCC)(=O)C#CCC. Product: [CH:1]1([C:7]2[CH:20]=[CH:19][C:10]([O:11][CH2:12][C@H:13]3[O:17][C:16]4=[N:18][C:35](=[O:38])[CH:34]=[C:33]([CH2:32][CH3:26])[N:15]4[CH2:14]3)=[CH:9][CH:8]=2)[CH2:2][CH2:3][CH2:4][CH2:5][CH2:6]1. The catalyst class is: 8. (4) Reactant: [CH3:1][C:2]1[CH:7]=[C:6]([N+:8]([O-:10])=[O:9])[CH:5]=[CH:4][C:3]=1[CH2:11][NH2:12].[CH3:13][S:14](Cl)(=[O:16])=[O:15]. Product: [CH3:1][C:2]1[CH:7]=[C:6]([N+:8]([O-:10])=[O:9])[CH:5]=[CH:4][C:3]=1[CH2:11][NH:12][S:14]([CH3:13])(=[O:16])=[O:15]. The catalyst class is: 529. (5) Reactant: [OH-].[K+].[NH:3]1[CH:7]=[CH:6][CH:5]=[C:4]1[C:8]([NH:10][NH2:11])=[O:9].[C:12](=S)=[S:13].Cl. Product: [NH:3]1[CH:7]=[CH:6][CH:5]=[C:4]1[C:8]1[O:9][C:12]([SH:13])=[N:11][N:10]=1. The catalyst class is: 5. (6) Reactant: [CH2:1]([O:3][C:4]1[CH:5]=[C:6]([C:13]([O:21]C)(OC)[CH2:14][CH2:15][C:16]([O-:18])=O)[CH:7]=[CH:8][C:9]=1[O:10][CH2:11][CH3:12])[CH3:2].[K+].ClC1C=C(Cl)C=C(Cl)C=1C(Cl)=O.[CH2:36]([O:43][C:44]1[CH:49]=[C:48]([C:50]2[CH:55]=[CH:54][CH:53]=[CH:52][CH:51]=2)[N:47]=[C:46]([NH2:56])[CH:45]=1)[C:37]1[CH:42]=[CH:41][CH:40]=[CH:39][CH:38]=1.Cl. Product: [CH2:1]([O:3][C:4]1[CH:5]=[C:6]([C:13](=[O:21])[CH2:14][CH2:15][C:16]([NH:56][C:46]2[CH:45]=[C:44]([O:43][CH2:36][C:37]3[CH:42]=[CH:41][CH:40]=[CH:39][CH:38]=3)[CH:49]=[C:48]([C:50]3[CH:55]=[CH:54][CH:53]=[CH:52][CH:51]=3)[N:47]=2)=[O:18])[CH:7]=[CH:8][C:9]=1[O:10][CH2:11][CH3:12])[CH3:2]. The catalyst class is: 531. (7) Reactant: [CH3:1][C:2]1[CH:3]=[C:4]([N:9]2[C:13](=[O:14])[C:12](=[C:15]([NH:17][NH:18][C:19](=[O:30])[C:20]3[CH:25]=[CH:24][C:23]([C:26]([O:28]C)=[O:27])=[CH:22][CH:21]=3)[CH3:16])[C:11]([C:31]([F:34])([F:33])[F:32])=[N:10]2)[CH:5]=[CH:6][C:7]=1[CH3:8].[OH-].[Na+].Cl.O. Product: [CH3:1][C:2]1[CH:3]=[C:4]([N:9]2[C:13](=[O:14])[C:12](=[C:15]([NH:17][NH:18][C:19](=[O:30])[C:20]3[CH:25]=[CH:24][C:23]([C:26]([OH:28])=[O:27])=[CH:22][CH:21]=3)[CH3:16])[C:11]([C:31]([F:33])([F:32])[F:34])=[N:10]2)[CH:5]=[CH:6][C:7]=1[CH3:8]. The catalyst class is: 5. (8) Reactant: [C:1]([O:5][C:6](=[O:35])[NH:7][C:8]1[CH:13]=[CH:12][C:11]([O:14][C:15]2[CH:20]=[CH:19][C:18]([NH:21][C:22](=[O:31])[C:23]3[CH:28]=[C:27]([Cl:29])[CH:26]=[C:25]([Cl:30])[CH:24]=3)=[CH:17][C:16]=2[N+:32]([O-])=O)=[CH:10][CH:9]=1)([CH3:4])([CH3:3])[CH3:2].[NH4+].[Cl-]. Product: [C:1]([O:5][C:6](=[O:35])[NH:7][C:8]1[CH:9]=[CH:10][C:11]([O:14][C:15]2[CH:20]=[CH:19][C:18]([NH:21][C:22](=[O:31])[C:23]3[CH:28]=[C:27]([Cl:29])[CH:26]=[C:25]([Cl:30])[CH:24]=3)=[CH:17][C:16]=2[NH2:32])=[CH:12][CH:13]=1)([CH3:4])([CH3:2])[CH3:3]. The catalyst class is: 292. (9) The catalyst class is: 5. Product: [OH:2][CH2:1][C:3]1[CH:19]=[CH:18][C:6]([O:7][C:8]2[CH:17]=[CH:16][C:11]([C:12]([O:14][CH3:15])=[O:13])=[CH:10][CH:9]=2)=[CH:5][CH:4]=1. Reactant: [CH:1]([C:3]1[CH:19]=[CH:18][C:6]([O:7][C:8]2[CH:17]=[CH:16][C:11]([C:12]([O:14][CH3:15])=[O:13])=[CH:10][CH:9]=2)=[CH:5][CH:4]=1)=[O:2].[BH4-].[Na+]. (10) The catalyst class is: 8. Reactant: Cl.[C:2]1([CH:8]([CH3:11])[CH2:9][NH2:10])[CH:7]=[CH:6][CH:5]=[CH:4][CH:3]=1.[OH-].[Na+].[C:14]([OH:22])(=[O:21])[C@H:15]([CH2:17][C:18]([OH:20])=[O:19])[OH:16]. Product: [C:14]([OH:22])(=[O:21])[CH:15]([CH2:17][C:18]([OH:20])=[O:19])[OH:16].[C:2]1([C@@H:8]([CH3:11])[CH2:9][NH2:10])[CH:7]=[CH:6][CH:5]=[CH:4][CH:3]=1.